From a dataset of Forward reaction prediction with 1.9M reactions from USPTO patents (1976-2016). Predict the product of the given reaction. Given the reactants [Cl:1][C:2]1[CH:10]=[C:9]2[C:5]([C:6]([C:13]3[CH:18]=[CH:17][CH:16]=[C:15]([Cl:19])[CH:14]=3)(O)[C:7](=[O:11])[NH:8]2)=[CH:4][CH:3]=1.C([SiH](CC)CC)C.C(=O)([O-])[O-].[Na+].[Na+], predict the reaction product. The product is: [Cl:1][C:2]1[CH:10]=[C:9]2[C:5]([CH:6]([C:13]3[CH:18]=[CH:17][CH:16]=[C:15]([Cl:19])[CH:14]=3)[C:7](=[O:11])[NH:8]2)=[CH:4][CH:3]=1.